From a dataset of Peptide-MHC class II binding affinity with 134,281 pairs from IEDB. Regression. Given a peptide amino acid sequence and an MHC pseudo amino acid sequence, predict their binding affinity value. This is MHC class II binding data. (1) The peptide sequence is GKWLDAKSTWYGKPT. The MHC is HLA-DQA10501-DQB10301 with pseudo-sequence HLA-DQA10501-DQB10301. The binding affinity (normalized) is 0.441. (2) The peptide sequence is DVLREPHLYTFSFRN. The MHC is DRB1_0701 with pseudo-sequence DRB1_0701. The binding affinity (normalized) is 0.364.